Dataset: Forward reaction prediction with 1.9M reactions from USPTO patents (1976-2016). Task: Predict the product of the given reaction. (1) Given the reactants [Br:1][C:2]1[CH:3]=[C:4]([Cl:12])[C:5]2[O:9][C:8](=[O:10])[NH:7][C:6]=2[CH:11]=1.[C:13](=O)([O-])[O-].[K+].[K+], predict the reaction product. The product is: [Br:1][C:2]1[CH:3]=[C:4]([Cl:12])[C:5]2[O:9][C:8](=[O:10])[N:7]([CH3:13])[C:6]=2[CH:11]=1. (2) The product is: [Br:7][C:4]1[S:3][C:2]([N:18]2[CH2:17][CH2:16][N:15]([C:13]([O:12][C:8]([CH3:11])([CH3:10])[CH3:9])=[O:14])[CH2:20][CH2:19]2)=[N:6][CH:5]=1. Given the reactants Br[C:2]1[S:3][C:4]([Br:7])=[CH:5][N:6]=1.[C:8]([O:12][C:13]([N:15]1[CH2:20][CH2:19][NH:18][CH2:17][CH2:16]1)=[O:14])([CH3:11])([CH3:10])[CH3:9].C(N(CC)CC)C, predict the reaction product.